Dataset: Full USPTO retrosynthesis dataset with 1.9M reactions from patents (1976-2016). Task: Predict the reactants needed to synthesize the given product. (1) Given the product [C:1]1([CH:7]2[CH2:8][C:9](=[O:10])[CH2:14][CH2:15][S:16]2)[CH:2]=[CH:3][CH:4]=[CH:5][CH:6]=1, predict the reactants needed to synthesize it. The reactants are: [C:1]1([CH:7]2[S:16][CH2:15][CH2:14][C:9]3(OCC[O:10]3)[CH2:8]2)[CH:6]=[CH:5][CH:4]=[CH:3][CH:2]=1. (2) The reactants are: [Cl:1][C:2]1[C:3]([CH3:29])=[C:4]([NH:10][C@H:11]([C@H:26]([OH:28])[CH3:27])[C:12]([NH:14][NH:15][C:16](=[O:25])[C:17]2[CH:22]=[CH:21][C:20]([C:23]#[N:24])=[CH:19][CH:18]=2)=O)[CH:5]=[CH:6][C:7]=1[C:8]#[N:9].S(Cl)(C1C=CC(C)=CC=1)(=O)=O.C(N=P1(N(CC)CC)N(C)CCCN1C)(C)(C)C. Given the product [Cl:1][C:2]1[C:3]([CH3:29])=[C:4]([NH:10][C@@H:11]([C:12]2[O:25][C:16]([C:17]3[CH:18]=[CH:19][C:20]([C:23]#[N:24])=[CH:21][CH:22]=3)=[N:15][N:14]=2)[C@H:26]([OH:28])[CH3:27])[CH:5]=[CH:6][C:7]=1[C:8]#[N:9], predict the reactants needed to synthesize it. (3) Given the product [CH3:8][O:7][CH2:6][CH2:5][CH2:4][CH2:3][C:2]([C:9]1[CH:14]=[CH:13][CH:12]=[CH:11][C:10]=1[O:15][C:16]1[CH:21]=[CH:20][CH:19]=[CH:18][CH:17]=1)([C@@H:22]1[CH2:27][CH2:26][CH2:25][NH:24][CH2:23]1)[OH:1], predict the reactants needed to synthesize it. The reactants are: [OH:1][C@@:2]([C@@H:22]1[CH2:27][CH2:26][CH2:25][N:24](C(OC(C)(C)C)=O)[CH2:23]1)([C:9]1[CH:14]=[CH:13][CH:12]=[CH:11][C:10]=1[O:15][C:16]1[CH:21]=[CH:20][CH:19]=[CH:18][CH:17]=1)[CH2:3][CH2:4][CH2:5][CH2:6][O:7][CH3:8].Cl.[OH-].[Na+]. (4) Given the product [Cl:1][C:2]1[N:3]=[C:4]([NH:13][C@H:14]([CH:15]([CH3:17])[CH3:16])[C:18]([NH2:20])=[O:19])[C:5]2[S:10][CH2:9][CH2:8][C:6]=2[N:7]=1, predict the reactants needed to synthesize it. The reactants are: [Cl:1][C:2]1[N:3]=[C:4](Cl)[C:5]2[S:10][CH2:9][CH2:8][C:6]=2[N:7]=1.Cl.[NH2:13][C@@H:14]([C:18]([NH2:20])=[O:19])[CH:15]([CH3:17])[CH3:16].C(N(C(C)C)CC)(C)C.O. (5) Given the product [NH2:1][C:2]1[C:3]([C:20]2[O:24][C:23]([C:25]3[CH:30]=[CH:29][C:28]([CH2:31][NH:32][CH3:40])=[CH:27][C:26]=3[OH:59])=[N:22][N:21]=2)=[N:4][C:5]([C:8]2[CH:13]=[CH:12][C:11]([S:14]([CH:17]([CH3:19])[CH3:18])(=[O:16])=[O:15])=[CH:10][CH:9]=2)=[CH:6][N:7]=1, predict the reactants needed to synthesize it. The reactants are: [NH2:1][C:2]1[C:3]([C:20]2[O:24][C:23]([C:25]3[CH:30]=[CH:29][C:28]([CH2:31][N:32]([CH3:40])C(=O)OC(C)(C)C)=[CH:27][C:26]=3Cl)=[N:22][N:21]=2)=[N:4][C:5]([C:8]2[CH:13]=[CH:12][C:11]([S:14]([CH:17]([CH3:19])[CH3:18])(=[O:16])=[O:15])=[CH:10][CH:9]=2)=[CH:6][N:7]=1.C1(C=CC(=[O:59])C=CC2C=CC=CC=2)C=CC=CC=1.C(P(C(C)(C)C)C1C=CC=CC=1C1C(C(C)C)=CC(C(C)C)=CC=1C(C)C)(C)(C)C.[OH-].[K+].C(O)(C(F)(F)F)=O. (6) The reactants are: C1(P(=O)(C2C=CC=CC=2)C2C=CC=CC=2)C=CC=CC=1.FC(F)(F)S(OS(C(F)(F)F)(=O)=O)(=O)=O.C([S:43][C:44]([CH3:71])([CH2:68][CH2:69][OH:70])[CH2:45][NH:46][C:47]([C:49]1[NH:50][C:51]2[C:56]([CH:57]=1)=[CH:55][CH:54]=[CH:53][C:52]=2[N:58]([CH3:67])[S:59]([C:62]1[S:63][CH:64]=[CH:65][CH:66]=1)(=[O:61])=[O:60])=O)C1C=CC=CC=1.C(=O)([O-])O.[Na+]. Given the product [OH:70][CH2:69][CH2:68][C:44]1([CH3:71])[S:43][C:47]([C:49]2[NH:50][C:51]3[C:56]([CH:57]=2)=[CH:55][CH:54]=[CH:53][C:52]=3[N:58]([CH3:67])[S:59]([C:62]2[S:63][CH:64]=[CH:65][CH:66]=2)(=[O:61])=[O:60])=[N:46][CH2:45]1, predict the reactants needed to synthesize it. (7) The reactants are: [CH2:1]([O:8][C:9]1[CH:10]=[C:11]2[C:15](=[CH:16][CH:17]=1)[N:14]([CH2:18][C:19]([OH:21])=[O:20])[CH:13]=[CH:12]2)[C:2]1[CH:7]=[CH:6][CH:5]=[CH:4][CH:3]=1.[Cl:22][C:23]1[CH:24]=[N+:25]([O-:48])[CH:26]=[C:27]([Cl:47])[C:28]=1[CH2:29][C@@H:30]([C:32]1[CH:37]=[CH:36][C:35]([O:38][CH:39]([F:41])[F:40])=[C:34]([O:42][CH2:43][CH:44]2[CH2:46][CH2:45]2)[CH:33]=1)O.C(Cl)CCl. Given the product [CH2:1]([O:8][C:9]1[CH:10]=[C:11]2[C:15](=[CH:16][CH:17]=1)[N:14]([CH2:18][C:19]([O:21][C@H:30]([C:32]1[CH:37]=[CH:36][C:35]([O:38][CH:39]([F:40])[F:41])=[C:34]([O:42][CH2:43][CH:44]3[CH2:45][CH2:46]3)[CH:33]=1)[CH2:29][C:28]1[C:27]([Cl:47])=[CH:26][N+:25]([O-:48])=[CH:24][C:23]=1[Cl:22])=[O:20])[CH:13]=[CH:12]2)[C:2]1[CH:7]=[CH:6][CH:5]=[CH:4][CH:3]=1, predict the reactants needed to synthesize it. (8) Given the product [CH2:30]([O:32][CH2:33][C:34]1[N:12]([CH2:13][C:14]2([OH:18])[CH2:17][CH2:16][CH2:15]2)[C:11]2[C:10]3[CH:9]=[CH:8][CH:7]=[CH:6][C:5]=3[N:4]=[CH:3][C:2]=2[N:1]=1)[CH3:31], predict the reactants needed to synthesize it. The reactants are: [NH2:1][C:2]1[CH:3]=[N:4][C:5]2[C:10]([C:11]=1[NH:12][CH2:13][C:14]1([OH:18])[CH2:17][CH2:16][CH2:15]1)=[CH:9][CH:8]=[CH:7][CH:6]=2.C(N(CC)CC)C.C(Cl)(Cl)Cl.[CH2:30]([O:32][CH2:33][C:34](Cl)=O)[CH3:31]. (9) Given the product [C:12]([O:15][C:16]([NH:1][CH2:2][C:3]([CH3:8])([CH3:7])[C:4]([OH:6])=[O:5])=[O:17])([CH3:14])([CH3:13])[CH3:11], predict the reactants needed to synthesize it. The reactants are: [NH2:1][CH2:2][C:3]([CH3:8])([CH3:7])[C:4]([OH:6])=[O:5].[OH-].[Na+].[CH3:11][C:12]([O:15][C:16](O[C:16]([O:15][C:12]([CH3:14])([CH3:13])[CH3:11])=[O:17])=[O:17])([CH3:14])[CH3:13]. (10) Given the product [CH3:20][O:19][C:16]1[CH:15]=[N:14][C:13]([O:12][C:8]2[CH:9]=[C:10]([CH3:11])[C:5]([C:3]3[N:22]=[C:23]([NH2:25])[S:24][CH:2]=3)=[C:6]([CH3:21])[CH:7]=2)=[N:18][CH:17]=1, predict the reactants needed to synthesize it. The reactants are: Br[CH2:2][C:3]([C:5]1[C:10]([CH3:11])=[CH:9][C:8]([O:12][C:13]2[N:18]=[CH:17][C:16]([O:19][CH3:20])=[CH:15][N:14]=2)=[CH:7][C:6]=1[CH3:21])=O.[NH2:22][C:23]([NH2:25])=[S:24].